Dataset: Reaction yield outcomes from USPTO patents with 853,638 reactions. Task: Predict the reaction yield, written as a fraction of the theoretical maximum amount of product (1.0 means a 100% yield; for example, 0.34 means a 34% yield). (1) The reactants are Cl[Si:2]1(Cl)[CH2:5][CH2:4][CH2:3]1.[C:7]([NH2:11])([CH3:10])([CH3:9])[CH3:8]. No catalyst specified. The product is [C:7]([NH:11][Si:2]1([NH:11][C:7]([CH3:10])([CH3:9])[CH3:8])[CH2:5][CH2:4][CH2:3]1)([CH3:10])([CH3:9])[CH3:8]. The yield is 0.450. (2) The reactants are Br[CH:2]([C:14]1[CH:19]=[CH:18][CH:17]=[CH:16][CH:15]=1)[C:3]([O:5][C@H:6]([C:8]1[CH:13]=[CH:12][CH:11]=[CH:10][CH:9]=1)[CH3:7])=[O:4].C(N(CC)CC)C.[CH3:27][C:28]1([OH:34])[CH2:33][CH2:32][NH:31][CH2:30][CH2:29]1. The catalyst is C1COCC1.[I-].C([N+](CCCC)(CCCC)CCCC)CCC.C(OCC)(=O)C. The product is [OH:34][C:28]1([CH3:27])[CH2:33][CH2:32][N:31]([C@H:2]([C:14]2[CH:19]=[CH:18][CH:17]=[CH:16][CH:15]=2)[C:3]([O:5][C@H:6]([C:8]2[CH:13]=[CH:12][CH:11]=[CH:10][CH:9]=2)[CH3:7])=[O:4])[CH2:30][CH2:29]1. The yield is 0.600. (3) The reactants are [Cl:1][C:2]1[CH:3]=[C:4]([C:9]2[CH:14]=[CH:13][C:12]([S:15](Cl)(=[O:17])=[O:16])=[CH:11][CH:10]=2)[CH:5]=[CH:6][C:7]=1[Cl:8].[NH2:19][C:20]1[CH:21]=[C:22]([C:26]2[NH:30][N:29]=[N:28][N:27]=2)[CH:23]=[CH:24][CH:25]=1. No catalyst specified. The product is [Cl:1][C:2]1[CH:3]=[C:4]([C:9]2[CH:14]=[CH:13][C:12]([S:15]([NH:19][C:20]3[CH:25]=[CH:24][CH:23]=[C:22]([C:26]4[NH:30][N:29]=[N:28][N:27]=4)[CH:21]=3)(=[O:17])=[O:16])=[CH:11][CH:10]=2)[CH:5]=[CH:6][C:7]=1[Cl:8]. The yield is 0.180. (4) The reactants are [ClH:1].O1CCOCC1.OC(C(F)(F)F)=O.[N:15]1[CH:20]=[CH:19][CH:18]=[C:17]([CH2:21][CH2:22][CH:23]2[N:28]([C:29](=[O:38])[NH:30][C:31]3[CH:36]=[CH:35][C:34]([CH3:37])=[CH:33][CH:32]=3)[CH2:27][CH2:26][N:25](C(OC(C)(C)C)=O)[CH2:24]2)[CH:16]=1. No catalyst specified. The product is [ClH:1].[ClH:1].[N:15]1[CH:20]=[CH:19][CH:18]=[C:17]([CH2:21][CH2:22][CH:23]2[CH2:24][NH:25][CH2:26][CH2:27][N:28]2[C:29]([NH:30][C:31]2[CH:32]=[CH:33][C:34]([CH3:37])=[CH:35][CH:36]=2)=[O:38])[CH:16]=1. The yield is 0.900. (5) The reactants are C(OC([NH:8][CH2:9][CH2:10][C@@H:11]([N:13]1[C:21]2[C:16](=[CH:17][CH:18]=[C:19]([C:22]([O:24][CH2:25][CH3:26])=[O:23])[CH:20]=2)[CH:15]=[C:14]1[C:27](OCC)=[O:28])[CH3:12])=O)(C)(C)C.C(O)(C(F)(F)F)=O.C([O-])([O-])=O.[K+].[K+].CCOC(C)=O. The catalyst is C(Cl)Cl.C(O)C. The product is [CH3:12][C@@H:11]1[N:13]2[C:21]3[CH:20]=[C:19]([C:22]([O:24][CH2:25][CH3:26])=[O:23])[CH:18]=[CH:17][C:16]=3[CH:15]=[C:14]2[C:27](=[O:28])[NH:8][CH2:9][CH2:10]1. The yield is 0.460. (6) The reactants are [CH2:1]([N:7]1[C:15]2[C:10](=[CH:11][CH:12]=[CH:13][CH:14]=2)[C:9]([CH2:26][C:27]([O-:29])=[O:28])([C:16]2[C:24](O)=[CH:23][C:19]3[O:20][CH2:21][O:22][C:18]=3[CH:17]=2)[C:8]1=[O:30])[CH2:2][CH2:3][CH2:4][CH2:5][CH3:6].[OH-].[Li+]. The catalyst is C1COCC1.O. The product is [CH2:1]([N:7]1[C:15]2[C:10](=[CH:11][CH:12]=[CH:13][CH:14]=2)[C:9]2([C:16]3[CH:17]=[C:18]4[O:22][CH2:21][O:20][C:19]4=[CH:23][C:24]=3[O:29][C:27](=[O:28])[CH2:26]2)[C:8]1=[O:30])[CH2:2][CH2:3][CH2:4][CH2:5][CH3:6]. The yield is 0.530. (7) The reactants are [S:1](Cl)([C:4]1[C:16]2[CH:15]=[CH:14][CH:13]=[C:9]([N:10]([CH3:12])[CH3:11])[C:8]=2[CH:7]=[CH:6][CH:5]=1)(=[O:3])=[O:2].FC(F)(F)C([O-])=O.[CH3:25][C:26]1[C:31](=[O:32])[N:30]([C:33]2[CH:34]=[C:35]([CH:37]=[C:38]([N:40]3[C:44](=[O:45])[C:43]([CH3:46])=[CH:42][C:41]3=[O:47])[CH:39]=2)[NH3+:36])[C:28](=[O:29])[CH:27]=1. The catalyst is N1C=CC=CC=1. The product is [S:1]([NH:36][C:35]1[CH:37]=[C:38]([N:40]2[C:44](=[O:45])[C:43]([CH3:46])=[CH:42][C:41]2=[O:47])[CH:39]=[C:33]([N:30]2[C:31](=[O:32])[C:26]([CH3:25])=[CH:27][C:28]2=[O:29])[CH:34]=1)([C:4]1[C:16]2[CH:15]=[CH:14][CH:13]=[C:9]([N:10]([CH3:12])[CH3:11])[C:8]=2[CH:7]=[CH:6][CH:5]=1)(=[O:3])=[O:2]. The yield is 0.160. (8) The reactants are N[C:2]1[CH:7]=[CH:6][C:5]([N:8]([C:13]2[C:32]([CH:33]3[CH2:35][CH2:34]3)=[CH:31][C:16]3[C:17]([C:27]([NH:29][CH3:30])=[O:28])=[C:18]([C:20]4[CH:25]=[CH:24][C:23]([F:26])=[CH:22][CH:21]=4)[O:19][C:15]=3[CH:14]=2)[S:9]([CH3:12])(=[O:11])=[O:10])=[CH:4][C:3]=1[Cl:36].[BrH:37].N([O-])=O.[Na+].S(=O)(O)[O-].[Na+]. The catalyst is O.CCOC(C)=O.CCCCCC.CCOC(C)=O.C(#N)C. The product is [Br:37][C:2]1[CH:7]=[CH:6][C:5]([N:8]([C:13]2[C:32]([CH:33]3[CH2:35][CH2:34]3)=[CH:31][C:16]3[C:17]([C:27]([NH:29][CH3:30])=[O:28])=[C:18]([C:20]4[CH:25]=[CH:24][C:23]([F:26])=[CH:22][CH:21]=4)[O:19][C:15]=3[CH:14]=2)[S:9]([CH3:12])(=[O:11])=[O:10])=[CH:4][C:3]=1[Cl:36]. The yield is 0.760. (9) The reactants are [NH2:1][CH:2]1[C:8](=[O:9])[N:7]2[CH:10]([C:14]([O:16][C:17]([CH3:20])([CH3:19])[CH3:18])=[O:15])[CH2:11][CH2:12][CH2:13][N:6]2[C:5](=[O:21])[CH2:4][CH2:3]1.C(N(C(C)C)CC)(C)C.[CH3:31][S:32](Cl)(=[O:34])=[O:33]. The catalyst is C(Cl)Cl.CCOC(C)=O. The product is [O:21]=[C:5]1[CH2:4][CH2:3][C@H:2]([NH:1][S:32]([CH3:31])(=[O:34])=[O:33])[C:8](=[O:9])[N:7]2[C@H:10]([C:14]([O:16][C:17]([CH3:18])([CH3:20])[CH3:19])=[O:15])[CH2:11][CH2:12][CH2:13][N:6]12. The yield is 0.770. (10) The reactants are [CH3:1][S:2](Cl)(=[O:4])=[O:3].[C:6]([C:8]1[CH:26]=[CH:25][C:11]([O:12][CH2:13][CH:14]([OH:24])[CH2:15][NH:16][C:17](=[O:23])[O:18][C:19]([CH3:22])([CH3:21])[CH3:20])=[CH:10][CH:9]=1)#[N:7].O.C(Cl)Cl. The catalyst is CN(C)C1C=CN=CC=1.N1C=CC=CC=1. The product is [CH3:1][S:2]([O:24][CH:14]([CH2:13][O:12][C:11]1[CH:10]=[CH:9][C:8]([C:6]#[N:7])=[CH:26][CH:25]=1)[CH2:15][NH:16][C:17]([O:18][C:19]([CH3:20])([CH3:21])[CH3:22])=[O:23])(=[O:4])=[O:3]. The yield is 1.00.